This data is from Catalyst prediction with 721,799 reactions and 888 catalyst types from USPTO. The task is: Predict which catalyst facilitates the given reaction. (1) Reactant: [NH2:1][C@H:2]1[CH2:6][CH2:5][C@@H:4]([C:7]([OH:9])=[O:8])[CH2:3]1.S(Cl)([Cl:12])=O.[CH3:14]CCCO.CC(O)=O.O.C1C=C2C(C(O)(O)C(=O)C2=CC=1)=O.CCO. Product: [ClH:12].[NH2:1][C@H:2]1[CH2:6][CH2:5][C@@H:4]([C:7]([O:9][CH3:14])=[O:8])[CH2:3]1. The catalyst class is: 5. (2) Reactant: [CH:1]1([CH2:6][OH:7])[CH2:5][CH2:4][CH2:3][CH2:2]1.CCN(CC)CC.[S:15](Cl)([CH3:18])(=[O:17])=[O:16]. Product: [CH3:18][S:15]([O:7][CH2:6][CH:1]1[CH2:5][CH2:4][CH2:3][CH2:2]1)(=[O:17])=[O:16]. The catalyst class is: 2. (3) Reactant: C([N-][CH:5]([CH3:7])[CH3:6])(C)C.[Li+].C(NC(C)C)(C)C.C([Li])CCC.[C:21]([O:25][C:26]([CH:28]1[CH2:30][CH2:29]1)=[O:27])([CH3:24])([CH3:23])[CH3:22].C(Br)C=C.[Cl-].[NH4+]. Product: [C:21]([O:25][C:26]([C:28]1([CH2:7][CH:5]=[CH2:6])[CH2:30][CH2:29]1)=[O:27])([CH3:24])([CH3:23])[CH3:22]. The catalyst class is: 1. (4) Reactant: [Cl:1][C:2]1[C:10]([I:11])=[CH:9][C:5]([C:6](O)=[O:7])=[C:4]([CH3:12])[CH:3]=1.C(N(CC)CC)C.ClC(OCC(C)C)=O.[BH4-].[Na+].[Cl-].[NH4+]. Product: [Cl:1][C:2]1[C:10]([I:11])=[CH:9][C:5]([CH2:6][OH:7])=[C:4]([CH3:12])[CH:3]=1. The catalyst class is: 253. (5) The catalyst class is: 1. Reactant: [CH3:1][C@@H:2]1[CH2:7][CH2:6][C@H:5]([O:8][C:9]2[C:10]([C:21]([F:24])([F:23])[F:22])=[C:11]3[C:16](=[CH:17][CH:18]=2)[C:15]([CH:19]=O)=[CH:14][CH:13]=[CH:12]3)[CH2:4][CH2:3]1.Cl.[CH:26]12[NH:33][CH:30]([CH2:31][CH2:32]1)[CH2:29][CH:28]([C:34]([O:36][CH3:37])=[O:35])[CH2:27]2.[BH-](OC(C)=O)(OC(C)=O)OC(C)=O.[Na+].C([O-])(O)=O.[Na+]. Product: [CH3:1][C@@H:2]1[CH2:3][CH2:4][C@H:5]([O:8][C:9]2[C:10]([C:21]([F:22])([F:23])[F:24])=[C:11]3[C:16](=[CH:17][CH:18]=2)[C:15]([CH2:19][N:33]2[CH:30]4[CH2:31][CH2:32][CH:26]2[CH2:27][CH:28]([C:34]([O:36][CH3:37])=[O:35])[CH2:29]4)=[CH:14][CH:13]=[CH:12]3)[CH2:6][CH2:7]1.